Dataset: Reaction yield outcomes from USPTO patents with 853,638 reactions. Task: Predict the reaction yield, written as a fraction of the theoretical maximum amount of product (1.0 means a 100% yield; for example, 0.34 means a 34% yield). (1) The reactants are Cl[C:2]1[CH:3]=[CH:4][C:5]2[N:6]([C:8]([CH2:11][C:12]3[CH:13]=[C:14]4[C:19](=[CH:20][CH:21]=3)[N:18]=[CH:17][CH:16]=[CH:15]4)=[N:9][N:10]=2)[N:7]=1.[F:22][C:23]1[CH:24]=[C:25]([OH:30])[CH:26]=[CH:27][C:28]=1[F:29].C([O-])([O-])=O.[Cs+].[Cs+]. The catalyst is CS(C)=O. The product is [F:22][C:23]1[CH:24]=[C:25]([CH:26]=[CH:27][C:28]=1[F:29])[O:30][C:2]1[CH:3]=[CH:4][C:5]2[N:6]([C:8]([CH2:11][C:12]3[CH:13]=[C:14]4[C:19](=[CH:20][CH:21]=3)[N:18]=[CH:17][CH:16]=[CH:15]4)=[N:9][N:10]=2)[N:7]=1. The yield is 0.340. (2) The reactants are [CH3:1][O:2][C:3](=[O:31])[NH:4][CH:5]([C:9]([N:11]1[CH:18]([C:19]2[NH:20][C:21]([C:24]3[CH:29]=[CH:28][C:27](Br)=[CH:26][CH:25]=3)=[CH:22][N:23]=2)[CH2:17][C:13]2([CH2:16][CH2:15][CH2:14]2)[O:12]1)=[O:10])[CH:6]([CH3:8])[CH3:7].[B:32]1([B:32]2[O:36][C:35]([CH3:38])([CH3:37])[C:34]([CH3:40])([CH3:39])[O:33]2)[O:36][C:35]([CH3:38])([CH3:37])[C:34]([CH3:40])([CH3:39])[O:33]1.C([O-])(=O)C.[K+]. The catalyst is O1CCOCC1.C1C=CC(P(C2C=CC=CC=2)[C-]2C=CC=C2)=CC=1.C1C=CC(P(C2C=CC=CC=2)[C-]2C=CC=C2)=CC=1.Cl[Pd]Cl.[Fe+2]. The product is [CH3:1][O:2][C:3](=[O:31])[NH:4][CH:5]([C:9]([N:11]1[CH:18]([C:19]2[NH:20][C:21]([C:24]3[CH:29]=[CH:28][C:27]([B:32]4[O:36][C:35]([CH3:38])([CH3:37])[C:34]([CH3:40])([CH3:39])[O:33]4)=[CH:26][CH:25]=3)=[CH:22][N:23]=2)[CH2:17][C:13]2([CH2:16][CH2:15][CH2:14]2)[O:12]1)=[O:10])[CH:6]([CH3:8])[CH3:7]. The yield is 0.870. (3) The reactants are [F:1][C:2]1[CH:3]=[CH:4][C:5]2=[C:6]([CH:32]=1)[O:7][CH2:8][C:9]1[CH:19]=[C:18]([CH2:20][C:21]3[C:26](=O)[NH:25][C:24]([CH3:28])=[N:23][C:22]=3[CH2:29][CH2:30][CH3:31])[CH:17]=[CH:16][C:10]=1/[C:11]/2=[C:12](/[CH3:15])\[C:13]#[N:14].P(Cl)(Cl)([Cl:35])=O. No catalyst specified. The product is [Cl:35][C:26]1[C:21]([CH2:20][C:18]2[CH:17]=[CH:16][C:10]3/[C:11](=[C:12](/[CH3:15])\[C:13]#[N:14])/[C:5]4[CH:4]=[CH:3][C:2]([F:1])=[CH:32][C:6]=4[O:7][CH2:8][C:9]=3[CH:19]=2)=[C:22]([CH2:29][CH2:30][CH3:31])[N:23]=[C:24]([CH3:28])[N:25]=1. The yield is 0.970.